This data is from Reaction yield outcomes from USPTO patents with 853,638 reactions. The task is: Predict the reaction yield, written as a fraction of the theoretical maximum amount of product (1.0 means a 100% yield; for example, 0.34 means a 34% yield). (1) The reactants are [CH3:1][CH2:2][OH:3].[C-:4]#[N:5].[Na+].[OH-:7].[K+].[CH2:9]([NH2:16])[C:10]1[CH:15]=[CH:14][CH:13]=[CH:12][CH:11]=1.[C:17]1(C)C=CC=C[CH:18]=1. No catalyst specified. The product is [C:4]([C@:11]1([CH2:1][C:2]([O-:3])=[O:7])[CH2:12][C@@H:13]2[C@H:17]1[CH:18]=[C:15]([CH2:10][CH3:9])[CH2:14]2)#[N:5].[CH2:9]([NH3+:16])[C:10]1[CH:15]=[CH:14][CH:13]=[CH:12][CH:11]=1. The yield is 0.589. (2) The reactants are [CH3:1][C:2]1[C:7]([N+:8]([O-:10])=[O:9])=[CH:6][CH:5]=[CH:4][C:3]=1[NH2:11].[C:12]([O-:15])(=O)[CH3:13].[K+].C(OC(=O)C)(=O)C.[N:24](OCCC(C)C)=O. The catalyst is C(Cl)(Cl)Cl. The product is [N+:8]([C:7]1[CH:6]=[CH:5][CH:4]=[C:3]2[C:2]=1[CH:1]=[N:24][N:11]2[C:12](=[O:15])[CH3:13])([O-:10])=[O:9]. The yield is 0.890. (3) The product is [F:27][C:12]1[C:11]([C:8]2[C:7]3[C:2]([NH2:1])=[N:3][CH:4]=[CH:5][C:6]=3[O:10][CH:9]=2)=[CH:19][CH:18]=[C:17]2[C:13]=1[CH2:14][CH2:15][NH:16]2. The reactants are [NH2:1][C:2]1[C:7]2[C:8]([C:11]3[C:12]([F:27])=[C:13]4[C:17](=[CH:18][CH:19]=3)[N:16](C(OC(C)(C)C)=O)[CH2:15][CH2:14]4)=[CH:9][O:10][C:6]=2[CH:5]=[CH:4][N:3]=1.Cl.O1CCOCC1. No catalyst specified. The yield is 1.00. (4) The reactants are [C:1]([O:5][C:6]([N:8]1[CH2:12][CH:11]([O:13][C:14]2[C:23]3[C:18](=[CH:19][C:20]([O:24][CH3:25])=[CH:21][CH:22]=3)[N:17]=[C:16]([C:26]3[N:27]=[C:28]([NH:31][CH:32]([CH3:34])[CH3:33])[S:29][CH:30]=3)[CH:15]=2)[CH2:10][CH:9]1[C:35]([OH:37])=O)=[O:7])([CH3:4])([CH3:3])[CH3:2].[CH2:38]([O:40][C:41]([C:43]1([NH2:48])[CH2:45][CH:44]1[CH:46]=[CH2:47])=[O:42])[CH3:39]. No catalyst specified. The product is [C:1]([O:5][C:6]([N:8]1[CH2:12][CH:11]([O:13][C:14]2[C:23]3[C:18](=[CH:19][C:20]([O:24][CH3:25])=[CH:21][CH:22]=3)[N:17]=[C:16]([C:26]3[N:27]=[C:28]([NH:31][CH:32]([CH3:33])[CH3:34])[S:29][CH:30]=3)[CH:15]=2)[CH2:10][CH:9]1[C:35](=[O:37])[NH:48][C:43]1([C:41]([O:40][CH2:38][CH3:39])=[O:42])[CH2:45][CH:44]1[CH:46]=[CH2:47])=[O:7])([CH3:4])([CH3:2])[CH3:3]. The yield is 0.800. (5) The reactants are [CH:1]1[C:6]2[C:7]3[C:16]([C:17]4[C:22]([C:5]=2[CH:4]=[CH:3][CH:2]=1)=[CH:21][CH:20]=[CH:19][CH:18]=4)=[CH:15][C:14](B(O)O)=[C:13]1[C:8]=3[CH:9]=[CH:10][CH:11]=[CH:12]1.[Br:26][C:27]1[CH:28]=[C:29](I)[CH:30]=[CH:31][CH:32]=1.C1(C)C=CC=CC=1.C(=O)([O-])[O-].[Na+].[Na+]. The catalyst is C1C=CC([P]([Pd]([P](C2C=CC=CC=2)(C2C=CC=CC=2)C2C=CC=CC=2)([P](C2C=CC=CC=2)(C2C=CC=CC=2)C2C=CC=CC=2)[P](C2C=CC=CC=2)(C2C=CC=CC=2)C2C=CC=CC=2)(C2C=CC=CC=2)C2C=CC=CC=2)=CC=1.CO.O.C(COC)OC. The product is [Br:26][C:27]1[CH:28]=[C:29]([C:14]2[CH:15]=[C:16]3[C:7](=[C:8]4[C:13]=2[CH:12]=[CH:11][CH:10]=[CH:9]4)[C:6]2[CH:1]=[CH:2][CH:3]=[CH:4][C:5]=2[C:22]2[C:17]3=[CH:18][CH:19]=[CH:20][CH:21]=2)[CH:30]=[CH:31][CH:32]=1. The yield is 0.342. (6) The reactants are [C:1]([C:4]1[C:22](=[O:23])[C@@:8]2([CH3:24])[C:9]3[C:15]([OH:16])=[CH:14][C:13]([O:17][CH3:18])=[C:12]([C:19]([NH2:21])=[O:20])[C:10]=3[O:11][C:7]2=[CH:6][C:5]=1[OH:25])(=[O:3])[CH3:2].[CH3:26][C:27]1[CH:34]=[CH:33][CH:32]=[CH:31][C:28]=1[CH:29]=O.C([SiH](CC)CC)C.FC(F)(F)C(O)=O. The catalyst is C1(C)C=CC=CC=1. The product is [C:1]([C:4]1[C:22](=[O:23])[C@@:8]2([CH3:24])[C:9]3[C:15]([OH:16])=[CH:14][C:13]([O:17][CH3:18])=[C:12]([C:19]([NH:21][CH2:26][C:27]4[CH:34]=[CH:33][CH:32]=[CH:31][C:28]=4[CH3:29])=[O:20])[C:10]=3[O:11][C:7]2=[CH:6][C:5]=1[OH:25])(=[O:3])[CH3:2]. The yield is 0.820. (7) The reactants are Br[CH2:2][C:3]([C:5]1[CH:10]=[CH:9][C:8]([Br:11])=[CH:7][CH:6]=1)=[O:4].C1N2CN3CN(C2)C[N:13]1C3.Cl. The catalyst is C1(C)C=CC=CC=1.C(O)C. The yield is 0.920. The product is [NH2:13][CH2:2][C:3]([C:5]1[CH:10]=[CH:9][C:8]([Br:11])=[CH:7][CH:6]=1)=[O:4].